This data is from NCI-60 drug combinations with 297,098 pairs across 59 cell lines. The task is: Regression. Given two drug SMILES strings and cell line genomic features, predict the synergy score measuring deviation from expected non-interaction effect. Drug 1: CC12CCC3C(C1CCC2=O)CC(=C)C4=CC(=O)C=CC34C. Drug 2: C1=NNC2=C1C(=O)NC=N2. Cell line: TK-10. Synergy scores: CSS=18.3, Synergy_ZIP=1.13, Synergy_Bliss=2.25, Synergy_Loewe=-6.04, Synergy_HSA=0.863.